This data is from CYP1A2 inhibition data for predicting drug metabolism from PubChem BioAssay. The task is: Regression/Classification. Given a drug SMILES string, predict its absorption, distribution, metabolism, or excretion properties. Task type varies by dataset: regression for continuous measurements (e.g., permeability, clearance, half-life) or binary classification for categorical outcomes (e.g., BBB penetration, CYP inhibition). Dataset: cyp1a2_veith. (1) The compound is COc1ccc(NC(=O)c2ccc(C(=O)c3cc(OC)ccc3OC)cc2)cc1. The result is 0 (non-inhibitor). (2) The compound is O=[N+]([O-])c1ccc([C@@H](Nc2ccccc2)c2ccc3cccnc3c2O)cc1. The result is 0 (non-inhibitor). (3) The drug is OC1(c2ccc(Cl)cc2)CCN(Cc2c[nH]c3ccccc23)CC1. The result is 1 (inhibitor). (4) The drug is CN(C)c1ccc(-c2nc(N(C)C)c3ccccc3n2)cc1. The result is 1 (inhibitor). (5) The drug is CN1CCN(c2ccnc(-c3cccc(NS(C)(=O)=O)c3)n2)CC1. The result is 1 (inhibitor). (6) The drug is Cl.O=C(c1cccc(F)c1)N1CCC(O)(c2cccnc2)CC1. The result is 0 (non-inhibitor). (7) The compound is CN1CCCC2(CCN(C(=O)Oc3ccccc3)CC2)C1. The result is 0 (non-inhibitor). (8) The drug is COc1ccc(CNc2ncnc3ccc(-c4cccc(NS(C)(=O)=O)c4)cc23)c(OC)c1. The result is 1 (inhibitor).